Dataset: Forward reaction prediction with 1.9M reactions from USPTO patents (1976-2016). Task: Predict the product of the given reaction. Given the reactants C(OC([N:8]1[CH2:12][CH2:11][CH:10]([NH:13][C:14]2[CH:19]=[CH:18][C:17]([Cl:20])=[CH:16][CH:15]=2)[CH2:9]1)=O)(C)(C)C.C(O)(C(F)(F)F)=O, predict the reaction product. The product is: [Cl:20][C:17]1[CH:16]=[CH:15][C:14]([NH:13][CH:10]2[CH2:11][CH2:12][NH:8][CH2:9]2)=[CH:19][CH:18]=1.